From a dataset of Full USPTO retrosynthesis dataset with 1.9M reactions from patents (1976-2016). Predict the reactants needed to synthesize the given product. (1) Given the product [CH3:22][O:23][C:24](=[O:30])[C@@H:25]([NH:26][C:14](=[O:16])[C:13]1[CH:17]=[CH:18][C:19]([F:20])=[C:11]([Br:10])[CH:12]=1)[C@H:27]([OH:28])[CH3:29], predict the reactants needed to synthesize it. The reactants are: C(N(C(C)C)CC)(C)C.[Br:10][C:11]1[CH:12]=[C:13]([CH:17]=[CH:18][C:19]=1[F:20])[C:14]([OH:16])=O.Cl.[CH3:22][O:23][C:24](=[O:30])[C@H:25]([C@@H:27]([CH3:29])[OH:28])[NH2:26].CCN=C=NCCCN(C)C.C1C=CC2N(O)N=NC=2C=1. (2) Given the product [CH3:1][N:2]1[C:6](/[CH:7]=[CH:10]/[C:11]([OH:13])=[O:12])=[CH:5][CH:4]=[N:3]1, predict the reactants needed to synthesize it. The reactants are: [CH3:1][N:2]1[C:6]([CH:7]=O)=[CH:5][CH:4]=[N:3]1.C(O)(=O)[CH2:10][C:11]([OH:13])=[O:12].N1CCCCC1.Cl. (3) Given the product [ClH:1].[OH:60][CH2:59][CH2:58][O:57][CH2:56][CH2:55][O:54][CH2:53][CH2:52][O:51][CH2:50][CH2:49][O:48][CH2:47][CH2:46][O:45][CH2:44][CH2:43][O:36][C:35](=[O:37])[C:34]1[CH:38]=[CH:39][C:31]([NH:30][C:28]([C@H:9]2[C@H:8]([C:4]3[CH:5]=[CH:6][CH:7]=[C:2]([Cl:1])[C:3]=3[F:42])[C@:12]([C:15]3[CH:20]=[CH:19][C:18]([Cl:21])=[CH:17][C:16]=3[F:22])([C:13]#[N:14])[C@H:11]([CH2:23][C:24]([CH3:26])([CH3:27])[CH3:25])[NH:10]2)=[O:29])=[C:32]([O:40][CH3:41])[CH:33]=1, predict the reactants needed to synthesize it. The reactants are: [Cl:1][C:2]1[C:3]([F:42])=[C:4]([C@@H:8]2[C@:12]([C:15]3[CH:20]=[CH:19][C:18]([Cl:21])=[CH:17][C:16]=3[F:22])([C:13]#[N:14])[C@H:11]([CH2:23][C:24]([CH3:27])([CH3:26])[CH3:25])[NH:10][C@H:9]2[C:28]([NH:30][C:31]2[CH:39]=[CH:38][C:34]([C:35]([OH:37])=[O:36])=[CH:33][C:32]=2[O:40][CH3:41])=[O:29])[CH:5]=[CH:6][CH:7]=1.[CH2:43](O)[CH2:44][O:45][CH2:46][CH2:47][O:48][CH2:49][CH2:50][O:51][CH2:52][CH2:53][O:54][CH2:55][CH2:56][O:57][CH2:58][CH2:59][OH:60]. (4) The reactants are: [CH2:1]([O:8][CH2:9][C@H:10]1[CH2:12][O:11]1)[C:2]1[CH:7]=[CH:6][CH:5]=[CH:4][CH:3]=1.[OH-].[Na+].S(O)(O[CH2:19][CH2:20][NH2:21])(=O)=O. Given the product [CH2:1]([O:8][CH2:9][C@@H:10]1[O:11][CH2:19][CH2:20][NH:21][CH2:12]1)[C:2]1[CH:3]=[CH:4][CH:5]=[CH:6][CH:7]=1, predict the reactants needed to synthesize it.